Dataset: Catalyst prediction with 721,799 reactions and 888 catalyst types from USPTO. Task: Predict which catalyst facilitates the given reaction. (1) The catalyst class is: 4. Reactant: N1C=CC=CC=1.[CH3:7][C:8]1[N:9]=[CH:10][N:11]([C:13]2[C:14]([OH:40])=[N:15][C:16](/[CH:19]=[CH:20]/[C:21]3[N:39]=[C:24]4[C@H:25]([C:29]5[CH:34]=[CH:33][CH:32]=[CH:31][C:30]=5[C:35]([F:38])([F:37])[F:36])[CH2:26][CH2:27][CH2:28][N:23]4[N:22]=3)=[CH:17][CH:18]=2)[CH:12]=1.[F:41][C:42]([F:55])([F:54])[S:43](O[S:43]([C:42]([F:55])([F:54])[F:41])(=[O:45])=[O:44])(=[O:45])=[O:44].O. Product: [F:41][C:42]([F:55])([F:54])[S:43]([O:40][C:14]1[C:13]([N:11]2[CH:12]=[C:8]([CH3:7])[N:9]=[CH:10]2)=[CH:18][CH:17]=[C:16](/[CH:19]=[CH:20]/[C:21]2[N:39]=[C:24]3[CH:25]([C:29]4[CH:34]=[CH:33][CH:32]=[CH:31][C:30]=4[C:35]([F:37])([F:36])[F:38])[CH2:26][CH2:27][CH2:28][N:23]3[N:22]=2)[N:15]=1)(=[O:45])=[O:44]. (2) Reactant: [Si]([O:8][C:9]1([CH3:26])[C:14](=[O:15])[CH:13]=[C:12]([C:16]2[CH:21]=[CH:20][N:19]=[CH:18][C:17]=2[N+:22]([O-:24])=[O:23])[O:11][CH:10]1[CH3:25])(C(C)(C)C)(C)C.Cl. Product: [OH:8][C:9]1([CH3:26])[C:14](=[O:15])[CH:13]=[C:12]([C:16]2[CH:21]=[CH:20][N:19]=[CH:18][C:17]=2[N+:22]([O-:24])=[O:23])[O:11][CH:10]1[CH3:25]. The catalyst class is: 1. (3) Reactant: Br[C:2]1[CH:7]=[CH:6][C:5]([C:8]2[O:12][C:11]([CH2:13][CH2:14][CH2:15][CH2:16][CH2:17][N:18]3[C:26](=[O:27])[C:25]4[C:20](=[CH:21][CH:22]=[CH:23][CH:24]=4)[C:19]3=[O:28])=[N:10][CH:9]=2)=[CH:4][CH:3]=1.[N:29]1[CH:34]=[CH:33][CH:32]=[C:31](B(O)O)[CH:30]=1.C(=O)([O-])[O-].[Na+].[Na+].CCOCC. Product: [N:29]1[CH:34]=[CH:33][CH:32]=[C:31]([C:2]2[CH:3]=[CH:4][C:5]([C:8]3[O:12][C:11]([CH2:13][CH2:14][CH2:15][CH2:16][CH2:17][N:18]4[C:19](=[O:28])[C:20]5[C:25](=[CH:24][CH:23]=[CH:22][CH:21]=5)[C:26]4=[O:27])=[N:10][CH:9]=3)=[CH:6][CH:7]=2)[CH:30]=1. The catalyst class is: 108. (4) Product: [ClH:25].[Br:1][C:2]1[CH:22]=[CH:21][C:5]([O:6][CH2:7][CH:8]2[CH2:13][CH2:12][NH:11][CH2:10][CH2:9]2)=[CH:4][C:3]=1[C:23]#[N:24]. Reactant: [Br:1][C:2]1[CH:22]=[CH:21][C:5]([O:6][CH2:7][CH:8]2[CH2:13][CH2:12][N:11](C(OC(C)(C)C)=O)[CH2:10][CH2:9]2)=[CH:4][C:3]=1[C:23]#[N:24].[ClH:25].O1CCOCC1. The catalyst class is: 2. (5) The catalyst class is: 22. Product: [O:1]1[C:6]2[CH:7]=[CH:8][C:9]([CH2:11][NH:12][CH:20]3[CH2:25][CH2:24][N:23]([CH2:26][CH2:27][N:28]4[C:37]5[C:32](=[C:33]([Br:38])[CH:34]=[CH:35][CH:36]=5)[CH:31]=[CH:30][C:29]4=[O:39])[CH2:22][CH2:21]3)=[CH:10][C:5]=2[O:4][CH2:3][CH2:2]1. Reactant: [O:1]1[C:6]2[CH:7]=[CH:8][C:9]([CH2:11][N:12]([CH:20]3[CH2:25][CH2:24][N:23]([CH2:26][CH2:27][N:28]4[C:37]5[C:32](=[C:33]([Br:38])[CH:34]=[CH:35][CH:36]=5)[CH:31]=[CH:30][C:29]4=[O:39])[CH2:22][CH2:21]3)C(=O)OC(C)(C)C)=[CH:10][C:5]=2[O:4][CH2:3][CH2:2]1.FC(F)(F)C(O)=O. (6) Reactant: [CH2:1]([C@H:8]([N:17]1[CH2:21][CH2:20][C@H:19]([NH:22]C(=O)OCC2C=CC=CC=2)[C:18]1=[O:33])[C:9]([N:11]1[CH2:16][CH2:15][O:14][CH2:13][CH2:12]1)=[O:10])[C:2]1[CH:7]=[CH:6][CH:5]=[CH:4][CH:3]=1. Product: [NH2:22][C@H:19]1[CH2:20][CH2:21][N:17]([C@@H:8]([CH2:1][C:2]2[CH:7]=[CH:6][CH:5]=[CH:4][CH:3]=2)[C:9]([N:11]2[CH2:12][CH2:13][O:14][CH2:15][CH2:16]2)=[O:10])[C:18]1=[O:33]. The catalyst class is: 29. (7) Reactant: [Br:1][CH2:2][C:3]1[CH:8]=[CH:7][C:6]([CH2:9][C:10](O)=[O:11])=[CH:5][CH:4]=1.B.C1COCC1. Product: [Br:1][CH2:2][C:3]1[CH:8]=[CH:7][C:6]([CH2:9][CH2:10][OH:11])=[CH:5][CH:4]=1. The catalyst class is: 1. (8) Reactant: F[C:2]1[CH:7]=[CH:6][CH:5]=[C:4](F)[C:3]=1[N+:9]([O-:11])=[O:10].[CH3:12][O:13][C:14](=[O:24])[CH2:15][CH:16]([NH2:23])[C:17]1[CH:22]=[CH:21][CH:20]=[CH:19][CH:18]=1.C(=O)([O-])[O-].[K+].[K+].[NH:31]1[CH2:36][CH2:35][CH:34]([C:37]([OH:39])=[O:38])[CH2:33][CH2:32]1. Product: [CH3:12][O:13][C:14](=[O:24])[CH2:15][CH:16]([NH:23][C:2]1[C:3]([N+:9]([O-:11])=[O:10])=[C:4]([N:31]2[CH2:36][CH2:35][CH:34]([C:37]([OH:39])=[O:38])[CH2:33][CH2:32]2)[CH:5]=[CH:6][CH:7]=1)[C:17]1[CH:22]=[CH:21][CH:20]=[CH:19][CH:18]=1. The catalyst class is: 58. (9) Reactant: [CH2:1]([O:8][C:9]1[CH:10]=[C:11]([S:15][C:16]2[CH:21]=[CH:20][C:19]([CH2:22][CH2:23][CH2:24][CH:25]([NH:36]C(OC(C)(C)C)=O)[CH:26]=[CH:27][P:28](=[O:35])([O:32][CH2:33][CH3:34])[O:29][CH2:30][CH3:31])=[C:18]([Cl:44])[CH:17]=2)[CH:12]=[CH:13][CH:14]=1)[C:2]1[CH:7]=[CH:6][CH:5]=[CH:4][CH:3]=1.Cl. The catalyst class is: 5. Product: [ClH:44].[NH2:36][CH:25]([CH2:24][CH2:23][CH2:22][C:19]1[CH:20]=[CH:21][C:16]([S:15][C:11]2[CH:12]=[CH:13][CH:14]=[C:9]([O:8][CH2:1][C:2]3[CH:7]=[CH:6][CH:5]=[CH:4][CH:3]=3)[CH:10]=2)=[CH:17][C:18]=1[Cl:44])[CH:26]=[CH:27][P:28](=[O:35])([O:32][CH2:33][CH3:34])[O:29][CH2:30][CH3:31]. (10) Reactant: [Cl:1][C:2]1[C:3]2[CH:43]=[CH:42][CH:41]=[CH:40][C:4]=2[S:5][C:6]=1[C:7]([N:9]([CH2:25][C:26]1[CH:31]=[C:30]([C:32]2[CH:37]=[CH:36][N:35]=[CH:34][CH:33]=2)[CH:29]=[CH:28][C:27]=1[O:38][CH3:39])[CH:10]1[CH2:15][CH2:14][CH:13]([N:16](C)[C:17](=O)OC(C)(C)C)[CH2:12][CH2:11]1)=[O:8]. Product: [ClH:1].[ClH:1].[CH3:39][O:38][C:27]1[CH:28]=[CH:29][C:30]([C:32]2[CH:33]=[CH:34][N:35]=[CH:36][CH:37]=2)=[CH:31][C:26]=1[CH2:25][N:9]([CH:10]1[CH2:15][CH2:14][CH:13]([NH:16][CH3:17])[CH2:12][CH2:11]1)[C:7]([C:6]1[S:5][C:4]2[CH:40]=[CH:41][CH:42]=[CH:43][C:3]=2[C:2]=1[Cl:1])=[O:8]. The catalyst class is: 6.